Dataset: Catalyst prediction with 721,799 reactions and 888 catalyst types from USPTO. Task: Predict which catalyst facilitates the given reaction. (1) Reactant: [F:1][C:2]1[CH:3]=[C:4]([NH2:9])[C:5]([NH2:8])=[CH:6][CH:7]=1.[S:10](Cl)([C:13]1[CH:19]=[CH:18][C:16]([CH3:17])=[CH:15][CH:14]=1)(=[O:12])=[O:11]. Product: [F:1][C:2]1[CH:7]=[CH:6][C:5]([NH:8][S:10]([C:13]2[CH:19]=[CH:18][C:16]([CH3:17])=[CH:15][CH:14]=2)(=[O:12])=[O:11])=[C:4]([NH:9][S:10]([C:13]2[CH:19]=[CH:18][C:16]([CH3:17])=[CH:15][CH:14]=2)(=[O:12])=[O:11])[CH:3]=1. The catalyst class is: 17. (2) Reactant: [C:1]([O:4][C@@H:5]1[C@@H:10]([O:11][C:12](=[O:14])[CH3:13])[C@@H:9]([O:15][C:16](=[O:18])[CH3:17])[C@@H:8]([CH2:19][O:20][C:21](=[O:23])[CH3:22])[O:7][C@H:6]1[O:24][C:25]1[C:29]([CH2:30][C:31]2[CH:36]=[CH:35][C:34]([CH2:37][CH2:38][CH2:39][C:40](=[O:48])[NH:41][C:42]([C:45](O)=[O:46])([CH3:44])[CH3:43])=[CH:33][CH:32]=2)=[C:28]([CH:49]([CH3:51])[CH3:50])[NH:27][N:26]=1)(=[O:3])[CH3:2].[CH2:52]([O:59][C:60]([N:62]1[CH2:67][CH2:66][NH:65][CH2:64][CH2:63]1)=[O:61])[C:53]1[CH:58]=[CH:57][CH:56]=[CH:55][CH:54]=1.ON1C2C=CC=CC=2N=N1.Cl.C(N=C=NCCCN(C)C)C. Product: [C:1]([O:4][C@@H:5]1[C@@H:10]([O:11][C:12](=[O:14])[CH3:13])[C@@H:9]([O:15][C:16](=[O:18])[CH3:17])[C@@H:8]([CH2:19][O:20][C:21](=[O:23])[CH3:22])[O:7][C@H:6]1[O:24][C:25]1[C:29]([CH2:30][C:31]2[CH:36]=[CH:35][C:34]([CH2:37][CH2:38][CH2:39][C:40](=[O:48])[NH:41][C:42]([C:45]([N:65]3[CH2:66][CH2:67][N:62]([C:60]([O:59][CH2:52][C:53]4[CH:58]=[CH:57][CH:56]=[CH:55][CH:54]=4)=[O:61])[CH2:63][CH2:64]3)=[O:46])([CH3:44])[CH3:43])=[CH:33][CH:32]=2)=[C:28]([CH:49]([CH3:51])[CH3:50])[NH:27][N:26]=1)(=[O:3])[CH3:2]. The catalyst class is: 35. (3) Reactant: F[C:2]1[CH:7]=[CH:6][C:5]([S:8]([NH2:11])(=[O:10])=[O:9])=[CH:4][C:3]=1[S:12]([C:15]([F:18])([F:17])[F:16])(=[O:14])=[O:13].CC[N:21]([CH:25]([CH3:27])[CH3:26])C(C)C.[C:28]([O:31][CH2:32]C)(=[O:30])C. Product: [C:5]1([S:8][CH2:27][C@H:25]([NH:21][C:2]2[CH:7]=[CH:6][C:5]([S:8](=[O:10])(=[O:9])[NH2:11])=[CH:4][C:3]=2[S:12]([C:15]([F:18])([F:17])[F:16])(=[O:14])=[O:13])[CH2:26][C:28]([O:31][CH3:32])=[O:30])[CH:6]=[CH:7][CH:2]=[CH:3][CH:4]=1. The catalyst class is: 3.